This data is from Catalyst prediction with 721,799 reactions and 888 catalyst types from USPTO. The task is: Predict which catalyst facilitates the given reaction. (1) Reactant: [CH2:1]([N:3]1[C:7]2[CH:8]=[CH:9][C:10]([N+:12]([O-])=O)=[CH:11][C:6]=2[O:5][C:4]1=[O:15])[CH3:2].[H][H]. Product: [NH2:12][C:10]1[CH:9]=[CH:8][C:7]2[N:3]([CH2:1][CH3:2])[C:4](=[O:15])[O:5][C:6]=2[CH:11]=1. The catalyst class is: 29. (2) Reactant: [CH2:1]([O:8][C:9]([NH:11][C@H:12]([C:25](N(OC)C)=[O:26])[CH2:13][CH2:14][CH2:15][CH2:16][CH2:17][C:18]([O:20][C:21]([CH3:24])([CH3:23])[CH3:22])=[O:19])=[O:10])[C:2]1[CH:7]=[CH:6][CH:5]=[CH:4][CH:3]=1.[H-].[H-].[H-].[H-].[Li+].[Al+3]. Product: [CH2:1]([O:8][C:9]([NH:11][C@H:12]([CH:25]=[O:26])[CH2:13][CH2:14][CH2:15][CH2:16][CH2:17][C:18]([O:20][C:21]([CH3:22])([CH3:23])[CH3:24])=[O:19])=[O:10])[C:2]1[CH:3]=[CH:4][CH:5]=[CH:6][CH:7]=1. The catalyst class is: 1. (3) Reactant: [Cl:1][C:2]1[CH:10]=[CH:9][C:8]([C:11]2[N:12]([C:22]([O:24][C:25]([CH3:28])([CH3:27])[CH3:26])=[O:23])[C:13]3[C:18]([CH:19]=2)=[CH:17][C:16]([CH:20]=O)=[CH:15][CH:14]=3)=[C:7]2[C:3]=1[CH2:4][NH:5][C:6]2=[O:29].[NH:30]1[CH2:35][CH2:34][CH2:33][CH2:32][CH:31]1[CH2:36][OH:37].C(O)(=O)C.C(O[BH-](OC(=O)C)OC(=O)C)(=O)C.[Na+].Cl. Product: [Cl:1][C:2]1[CH:10]=[CH:9][C:8]([C:11]2[N:12]([C:22]([O:24][C:25]([CH3:27])([CH3:26])[CH3:28])=[O:23])[C:13]3[C:18]([CH:19]=2)=[CH:17][C:16]([CH2:20][N:30]2[CH2:35][CH2:34][CH2:33][CH2:32][CH:31]2[CH2:36][OH:37])=[CH:15][CH:14]=3)=[C:7]2[C:3]=1[CH2:4][NH:5][C:6]2=[O:29]. The catalyst class is: 115. (4) Reactant: [F:1][C:2]1[CH:11]=[C:10]2[C:5]([CH:6]=[CH:7][NH:8][C:9]2=[O:12])=[CH:4][C:3]=1[O:13]C.B(Br)(Br)Br.O. Product: [F:1][C:2]1[CH:11]=[C:10]2[C:5]([CH:6]=[CH:7][NH:8][C:9]2=[O:12])=[CH:4][C:3]=1[OH:13]. The catalyst class is: 2. (5) Reactant: [CH2:1]([O:3][C:4]1[CH:5]=[C:6]([C:13]([O:21]C)(OC)[CH2:14][CH2:15][C:16]([O-:18])=O)[CH:7]=[CH:8][C:9]=1[O:10][CH2:11][CH3:12])[CH3:2].[K+].ClC1C=C(Cl)C=C(Cl)C=1C(Cl)=O.[C:36]1([C:42]2[CH:47]=[C:46]([C:48]3[CH:53]=[CH:52][CH:51]=[CH:50][CH:49]=3)[N:45]=[C:44]([NH2:54])[CH:43]=2)[CH:41]=[CH:40][CH:39]=[CH:38][CH:37]=1.Cl. Product: [CH2:1]([O:3][C:4]1[CH:5]=[C:6]([C:13](=[O:21])[CH2:14][CH2:15][C:16]([NH:54][C:44]2[CH:43]=[C:42]([C:36]3[CH:41]=[CH:40][CH:39]=[CH:38][CH:37]=3)[CH:47]=[C:46]([C:48]3[CH:49]=[CH:50][CH:51]=[CH:52][CH:53]=3)[N:45]=2)=[O:18])[CH:7]=[CH:8][C:9]=1[O:10][CH2:11][CH3:12])[CH3:2]. The catalyst class is: 531. (6) Reactant: [CH3:1][NH:2][CH2:3][CH2:4][NH2:5].CCN([CH:12]([CH3:14])[CH3:13])C(C)C.[CH3:15][O:16][C:17]1[CH:18]=[C:19]([S:25](Cl)(=[O:27])=[O:26])[CH:20]=[CH:21][C:22]=1[O:23][CH3:24]. The catalyst class is: 2. Product: [CH3:15][O:16][C:17]1[CH:18]=[C:19]([S:25]([NH:5][CH2:4][CH2:3][N:2]([CH3:1])[S:25]([C:13]2[CH:12]=[CH:14][C:22]([O:23][CH3:24])=[C:17]([O:16][CH3:15])[CH:18]=2)(=[O:27])=[O:26])(=[O:27])=[O:26])[CH:20]=[CH:21][C:22]=1[O:23][CH3:24]. (7) Reactant: [C:1]([O:5][C:6](=[O:23])[NH:7][C@@H:8]1[CH2:12][CH2:11][N:10]([C:13](=[O:22])[CH2:14][N:15]2[CH2:20][CH2:19][CH:18]([OH:21])[CH2:17][CH2:16]2)[CH2:9]1)([CH3:4])([CH3:3])[CH3:2].[CH:24]1[CH:29]=[CH:28][C:27]([C:30]2[C:35]([N:36]=[C:37]=[O:38])=[CH:34][CH:33]=[CH:32][CH:31]=2)=[CH:26][CH:25]=1. Product: [C:1]([O:5][C:6](=[O:23])[NH:7][C@@H:8]1[CH2:12][CH2:11][N:10]([C:13](=[O:22])[CH2:14][N:15]2[CH2:16][CH2:17][CH:18]([O:21][C:37](=[O:38])[NH:36][C:35]3[CH:34]=[CH:33][CH:32]=[CH:31][C:30]=3[C:27]3[CH:26]=[CH:25][CH:24]=[CH:29][CH:28]=3)[CH2:19][CH2:20]2)[CH2:9]1)([CH3:4])([CH3:2])[CH3:3]. The catalyst class is: 37. (8) Reactant: Cl[CH:2]([C:14]1[CH:19]=[CH:18][CH:17]=[CH:16][CH:15]=1)[C:3]([C:5]1[C:13]2[C:8](=[CH:9][CH:10]=[CH:11][CH:12]=2)[NH:7][CH:6]=1)=[O:4].[CH3:20][O:21][C:22]1[CH:28]=[CH:27][CH:26]=[CH:25][C:23]=1[NH2:24].CCN(C(C)C)C(C)C. Product: [NH:7]1[C:8]2[C:13](=[CH:12][CH:11]=[CH:10][CH:9]=2)[C:5]([C:3](=[O:4])[CH:2]([NH:24][C:23]2[CH:25]=[CH:26][CH:27]=[CH:28][C:22]=2[O:21][CH3:20])[C:14]2[CH:19]=[CH:18][CH:17]=[CH:16][CH:15]=2)=[CH:6]1. The catalyst class is: 10. (9) Reactant: [NH2:1][CH2:2][C:3]1[N:8]=[C:7]([C:9]2[CH:14]=[CH:13][CH:12]=[CH:11][N:10]=2)[CH:6]=[C:5]([O:15][CH2:16][CH2:17][N:18]([CH2:21][CH3:22])[CH2:19][CH3:20])[CH:4]=1.[CH2:23]([N:25]([CH2:28][CH3:29])[CH2:26][CH3:27])[CH3:24].[S:30]1[CH:34]=[CH:33][CH:32]=[C:31]1[S:35](Cl)(=[O:37])=[O:36]. Product: [CH2:19]([N:18]([CH2:21][CH3:22])[CH2:17][CH2:16][O:15][C:5]1[CH:4]=[C:3]([CH2:2][NH:1][S:35]([C:31]2[S:30][CH:34]=[CH:33][CH:32]=2)(=[O:37])=[O:36])[N:8]=[C:7]([C:9]2[CH:14]=[CH:13][CH:12]=[CH:11][N:10]=2)[CH:6]=1)[CH3:20].[CH2:19]([N:18]([CH2:21][CH3:22])[CH2:17][CH2:16][O:15][C:5]1[CH:4]=[C:3]([CH2:2][N:1]([CH2:2][C:3]2[N:8]=[C:7]([C:9]3[CH:14]=[CH:13][CH:12]=[CH:11][N:10]=3)[CH:6]=[C:5]([O:15][CH2:24][CH2:23][N:25]([CH2:28][CH3:29])[CH2:26][CH3:27])[CH:4]=2)[S:35]([C:31]2[S:30][CH:34]=[CH:33][CH:32]=2)(=[O:37])=[O:36])[N:8]=[C:7]([C:9]2[CH:14]=[CH:13][CH:12]=[CH:11][N:10]=2)[CH:6]=1)[CH3:20]. The catalyst class is: 4.